From a dataset of Reaction yield outcomes from USPTO patents with 853,638 reactions. Predict the reaction yield, written as a fraction of the theoretical maximum amount of product (1.0 means a 100% yield; for example, 0.34 means a 34% yield). (1) The reactants are C[O:2][C:3]1[C:4]([CH3:37])=[C:5]([C:28]([O:35]C)=[C:29]([O:33][CH3:34])[C:30]=1[O:31][CH3:32])[CH2:6][C:7]1[CH:8]=[CH:9][C:10]([O:21][C:22]2[CH:23]=[N:24][CH:25]=[CH:26][CH:27]=2)=[C:11]([CH:20]=1)[C:12]([N:14]1[CH2:19][CH2:18][CH2:17][CH2:16][CH2:15]1)=[O:13].O=[N+]([O-])[O-].[O-][N+](=O)[O-].[O-][N+](=O)[O-].[O-][N+](=O)[O-].[O-][N+](=O)[O-].[O-][N+](=O)[O-].[Ce+4].[NH4+].[NH4+]. The catalyst is C(#N)C.O. The product is [CH3:32][O:31][C:30]1[C:3](=[O:2])[C:4]([CH3:37])=[C:5]([CH2:6][C:7]2[CH:8]=[CH:9][C:10]([O:21][C:22]3[CH:23]=[N:24][CH:25]=[CH:26][CH:27]=3)=[C:11]([CH:20]=2)[C:12]([N:14]2[CH2:15][CH2:16][CH2:17][CH2:18][CH2:19]2)=[O:13])[C:28](=[O:35])[C:29]=1[O:33][CH3:34]. The yield is 0.530. (2) The reactants are [OH:1][CH2:2][C:3]1[CH:4]=[C:5]2[C:10](=[CH:11][C:12]=1[CH2:13][OH:14])[O:9][C:8](=[O:15])[C:7]([CH2:16][C:17]([O:19][CH2:20][CH3:21])=[O:18])=[C:6]2[C:22]1[CH:27]=[CH:26][CH:25]=[CH:24][CH:23]=1. The yield is 0.660. The catalyst is ClCCl.[O-2].[O-2].[Mn+4]. The product is [O:15]=[C:8]1[C:7]([CH2:16][C:17]([O:19][CH2:20][CH3:21])=[O:18])=[C:6]([C:22]2[CH:23]=[CH:24][CH:25]=[CH:26][CH:27]=2)[C:5]2[C:10](=[CH:11][C:12]3[C:13](=[O:14])[O:1][CH2:2][C:3]=3[CH:4]=2)[O:9]1. (3) The reactants are Br[C:2]1[CH:3]=[C:4]([Cl:11])[C:5]([F:10])=[C:6]([CH:9]=1)[C:7]#[N:8].[CH3:12][C:13]1([CH3:29])[C:17]([CH3:19])([CH3:18])[O:16][B:15]([B:15]2[O:16][C:17]([CH3:19])([CH3:18])[C:13]([CH3:29])([CH3:12])[O:14]2)[O:14]1.C([O-])(=O)C.[K+]. The catalyst is O1CCOCC1.C1C=CC(P(C2C=CC=CC=2)[C-]2C=CC=C2)=CC=1.C1C=CC(P(C2C=CC=CC=2)[C-]2C=CC=C2)=CC=1.Cl[Pd]Cl.[Fe+2]. The product is [Cl:11][C:4]1[C:5]([F:10])=[C:6]([CH:9]=[C:2]([B:15]2[O:16][C:17]([CH3:19])([CH3:18])[C:13]([CH3:29])([CH3:12])[O:14]2)[CH:3]=1)[C:7]#[N:8]. The yield is 1.00. (4) The reactants are [CH2:1]([P:3](Cl)([CH2:5][CH3:6])=[O:4])[CH3:2].C(N(C(C)C)C(C)C)C.[CH3:17][O:18][C:19]1[CH:47]=[C:46]([O:48][CH3:49])[CH:45]=[CH:44][C:20]=1[CH2:21][N:22]([C:38]1[CH:43]=[CH:42][CH:41]=[CH:40][CH:39]=1)[C:23]([C:25]1[C:26](=[O:37])[N:27]([CH3:36])[C:28]2[C:33]([C:34]=1[OH:35])=[CH:32][CH:31]=[CH:30][CH:29]=2)=[O:24]. The catalyst is CN(C1C=CN=CC=1)C.C(Cl)Cl. The product is [CH3:17][O:18][C:19]1[CH:47]=[C:46]([O:48][CH3:49])[CH:45]=[CH:44][C:20]=1[CH2:21][N:22]([C:38]1[CH:39]=[CH:40][CH:41]=[CH:42][CH:43]=1)[C:23]([C:25]1[C:26](=[O:37])[N:27]([CH3:36])[C:28]2[C:33]([C:34]=1[O:35][P:3]([CH2:5][CH3:6])([CH2:1][CH3:2])=[O:4])=[CH:32][CH:31]=[CH:30][CH:29]=2)=[O:24]. The yield is 0.680. (5) The reactants are [Br:1][C:2]1[CH:7]=[CH:6][C:5]([C:8](=O)[CH2:9][CH2:10][C:11]([OH:13])=O)=[CH:4][CH:3]=1.[NH2:15][NH2:16].O. The catalyst is CCO. The product is [Br:1][C:2]1[CH:7]=[CH:6][C:5]([C:8]2[CH2:9][CH2:10][C:11](=[O:13])[NH:15][N:16]=2)=[CH:4][CH:3]=1. The yield is 0.980. (6) The reactants are [H-].[Na+].[CH:3]1([CH:6]([C:8]2[C:13]3[N:14]4[CH2:20][CH2:19][CH2:18][N:17]([C:21]5[CH:26]=[CH:25][C:24]([Cl:27])=[CH:23][C:22]=5[Cl:28])[C:15]4=[N:16][C:12]=3[CH:11]=[CH:10][CH:9]=2)[OH:7])[CH2:5][CH2:4]1.[CH3:29]I. The catalyst is CN(C)C=O.O. The product is [CH:3]1([CH:6]([O:7][CH3:29])[C:8]2[C:13]3[N:14]4[CH2:20][CH2:19][CH2:18][N:17]([C:21]5[CH:26]=[CH:25][C:24]([Cl:27])=[CH:23][C:22]=5[Cl:28])[C:15]4=[N:16][C:12]=3[CH:11]=[CH:10][CH:9]=2)[CH2:5][CH2:4]1. The yield is 0.640. (7) The catalyst is Cl.ClCCl. The reactants are [CH3:1][O:2][C:3]1[CH:12]=[C:11]2[C:6](C(O[Si](C)(C)C)(C#N)[CH2:8][CH2:9][O:10]2)=[CH:5][CH:4]=1.[C:20]([OH:23])(=[O:22])[CH3:21]. The product is [CH3:1][O:2][C:3]1[CH:12]=[C:11]2[C:6]([CH:21]([C:20]([OH:23])=[O:22])[CH2:8][CH2:9][O:10]2)=[CH:5][CH:4]=1. The yield is 0.781. (8) The reactants are Cl.[NH2:2][CH2:3][C:4]1[CH:12]=[CH:11][CH:10]=[C:9]2[C:5]=1[C:6](=[O:22])[N:7]([CH:14]1[CH2:19][CH2:18][C:17](=[O:20])[NH:16][C:15]1=[O:21])[C:8]2=[O:13].N12CCCN=C1CCCCC2.ON1C2C=CC=CC=2N=N1.[F:44][C:45]([F:61])([F:60])[C:46]1[CH:47]=[C:48]([CH2:56][C:57](O)=[O:58])[CH:49]=[C:50]([C:52]([F:55])([F:54])[F:53])[CH:51]=1.Cl.CN(C)CCCN=C=NCC. The catalyst is C(#N)C. The product is [F:44][C:45]([F:60])([F:61])[C:46]1[CH:47]=[C:48]([CH2:56][C:57]([NH:2][CH2:3][C:4]2[CH:12]=[CH:11][CH:10]=[C:9]3[C:5]=2[C:6](=[O:22])[N:7]([CH:14]2[CH2:19][CH2:18][C:17](=[O:20])[NH:16][C:15]2=[O:21])[C:8]3=[O:13])=[O:58])[CH:49]=[C:50]([C:52]([F:53])([F:54])[F:55])[CH:51]=1. The yield is 0.540. (9) The reactants are [CH:1]([C:4]1[CH:9]=[CH:8][C:7]([C:10]2[N:15]=[C:14]([C:16]3[CH:17]=[C:18]([CH:24]=[CH:25][CH:26]=3)[C:19]([O:21]CC)=[O:20])[CH:13]=[CH:12][CH:11]=2)=[CH:6][CH:5]=1)([CH3:3])[CH3:2].O.[OH-].[Li+].Cl. The catalyst is CO. The product is [CH:1]([C:4]1[CH:5]=[CH:6][C:7]([C:10]2[N:15]=[C:14]([C:16]3[CH:17]=[C:18]([CH:24]=[CH:25][CH:26]=3)[C:19]([OH:21])=[O:20])[CH:13]=[CH:12][CH:11]=2)=[CH:8][CH:9]=1)([CH3:3])[CH3:2]. The yield is 0.850.